Dataset: Forward reaction prediction with 1.9M reactions from USPTO patents (1976-2016). Task: Predict the product of the given reaction. (1) Given the reactants [CH3:1][C@@H:2]1[N:10]([C:11](=[O:23])[C:12]2[CH:17]=[CH:16][CH:15]=[CH:14][C:13]=2[N:18]2[N:22]=[CH:21][CH:20]=[N:19]2)[CH2:9][C:6]2([CH2:8][CH2:7]2)[CH2:5][N:4]([C:24](OC(C)(C)C)=O)[CH2:3]1.ClC1[N:41]=[CH:40][C:39]2[C:34](=[CH:35][CH:36]=[C:37]([F:42])[CH:38]=2)[N:33]=1.C(N(CC)CC)C, predict the reaction product. The product is: [F:42][C:37]1[CH:38]=[C:39]2[C:34](=[CH:35][CH:36]=1)[N:33]=[C:24]([N:4]1[CH2:3][C@H:2]([CH3:1])[N:10]([C:11](=[O:23])[C:12]3[CH:17]=[CH:16][CH:15]=[CH:14][C:13]=3[N:18]3[N:22]=[CH:21][CH:20]=[N:19]3)[CH2:9][C:6]3([CH2:7][CH2:8]3)[CH2:5]1)[N:41]=[CH:40]2. (2) Given the reactants [Br:1][C:2]1[CH:3]=[C:4]([CH:15]=[C:16]([Cl:18])[CH:17]=1)[O:5][C:6]1[C:11]([Cl:12])=[CH:10][CH:9]=[C:8]([NH2:13])[C:7]=1[NH2:14].[CH:19](O)=O, predict the reaction product. The product is: [Br:1][C:2]1[CH:3]=[C:4]([CH:15]=[C:16]([Cl:18])[CH:17]=1)[O:5][C:6]1[C:7]2[N:14]=[CH:19][NH:13][C:8]=2[CH:9]=[CH:10][C:11]=1[Cl:12]. (3) Given the reactants Cl[C:2]1[N:3]=[CH:4][C:5](I)=[C:6]2[C:11]=1[N:10]=[C:9]([CH3:12])[CH:8]=[CH:7]2.[Cl:14][C:15]1[CH:20]=[CH:19][C:18](B(O)O)=[CH:17][N:16]=1.[NH2:24][C:25]1[S:26][CH:27]=[C:28]([CH3:30])[N:29]=1, predict the reaction product. The product is: [Cl:14][C:15]1[N:16]=[CH:17][C:18]([C:5]2[CH:4]=[N:3][C:2]([NH:24][C:25]3[S:26][CH:27]=[C:28]([CH3:30])[N:29]=3)=[C:11]3[C:6]=2[CH:7]=[CH:8][C:9]([CH3:12])=[N:10]3)=[CH:19][CH:20]=1. (4) Given the reactants [I:1][C:2]1[C:10]2[C:5](=[CH:6][CH:7]=[C:8]([C:11]([O:13][CH3:14])=[O:12])[CH:9]=2)[NH:4][CH:3]=1.CC(C)([O-])C.[K+].[C:21]([O:25][C:26](O[C:26]([O:25][C:21]([CH3:24])([CH3:23])[CH3:22])=[O:27])=[O:27])([CH3:24])([CH3:23])[CH3:22], predict the reaction product. The product is: [I:1][C:2]1[C:10]2[C:5](=[CH:6][CH:7]=[C:8]([C:11]([O:13][CH3:14])=[O:12])[CH:9]=2)[N:4]([C:26]([O:25][C:21]([CH3:24])([CH3:23])[CH3:22])=[O:27])[CH:3]=1.